Dataset: Forward reaction prediction with 1.9M reactions from USPTO patents (1976-2016). Task: Predict the product of the given reaction. Given the reactants [CH3:1][C@H:2]1[CH2:6][CH2:5][CH2:4][N:3]1[C@H:7]1[CH2:11][CH2:10][N:9]([C:12]2[CH:13]=[C:14]3[C:19](=[CH:20][CH:21]=2)[CH2:18][NH:17][CH2:16][CH2:15]3)[CH2:8]1.Br[C:23]1[CH:24]=[N:25][CH:26]=[N:27][CH:28]=1, predict the reaction product. The product is: [CH3:1][C@H:2]1[CH2:6][CH2:5][CH2:4][N:3]1[C@H:7]1[CH2:11][CH2:10][N:9]([C:12]2[CH:13]=[C:14]3[C:19](=[CH:20][CH:21]=2)[CH2:18][N:17]([C:23]2[CH:24]=[N:25][CH:26]=[N:27][CH:28]=2)[CH2:16][CH2:15]3)[CH2:8]1.